From a dataset of Forward reaction prediction with 1.9M reactions from USPTO patents (1976-2016). Predict the product of the given reaction. Given the reactants [NH:1]1[CH2:6][CH2:5][CH:4]([NH:7][C:8]2[O:9][C:10]3[C:11]([CH2:17][OH:18])=[N:12][CH:13]=[CH:14][C:15]=3[N:16]=2)[CH2:3][CH2:2]1.[CH2:19]([O:21][C:22]1[CH:23]=[C:24]([CH:27]=[C:28]([O:35][CH2:36][CH3:37])[C:29]=1[N:30]1[CH:34]=[CH:33][CH:32]=[CH:31]1)[CH:25]=O)[CH3:20].C([BH3-])#N.[Na+].C(N(C(C)C)C(C)C)C, predict the reaction product. The product is: [CH2:19]([O:21][C:22]1[CH:23]=[C:24]([CH:27]=[C:28]([O:35][CH2:36][CH3:37])[C:29]=1[N:30]1[CH:34]=[CH:33][CH:32]=[CH:31]1)[CH2:25][N:1]1[CH2:2][CH2:3][CH:4]([NH:7][C:8]2[O:9][C:10]3[C:11]([CH2:17][OH:18])=[N:12][CH:13]=[CH:14][C:15]=3[N:16]=2)[CH2:5][CH2:6]1)[CH3:20].